From a dataset of NCI-60 drug combinations with 297,098 pairs across 59 cell lines. Regression. Given two drug SMILES strings and cell line genomic features, predict the synergy score measuring deviation from expected non-interaction effect. (1) Drug 1: C1=CN(C(=O)N=C1N)C2C(C(C(O2)CO)O)O.Cl. Drug 2: C1C(C(OC1N2C=NC3=C2NC=NCC3O)CO)O. Cell line: HCT116. Synergy scores: CSS=45.9, Synergy_ZIP=2.75, Synergy_Bliss=1.25, Synergy_Loewe=-18.6, Synergy_HSA=2.14. (2) Drug 1: CC(CN1CC(=O)NC(=O)C1)N2CC(=O)NC(=O)C2. Drug 2: CC1=C(C(=O)C2=C(C1=O)N3CC4C(C3(C2COC(=O)N)OC)N4)N. Cell line: HOP-92. Synergy scores: CSS=18.2, Synergy_ZIP=-6.40, Synergy_Bliss=1.44, Synergy_Loewe=0.455, Synergy_HSA=0.723. (3) Drug 1: CC1=C(C=C(C=C1)NC2=NC=CC(=N2)N(C)C3=CC4=NN(C(=C4C=C3)C)C)S(=O)(=O)N.Cl. Drug 2: CC1=C(C(CCC1)(C)C)C=CC(=CC=CC(=CC(=O)O)C)C. Cell line: T-47D. Synergy scores: CSS=19.0, Synergy_ZIP=-2.66, Synergy_Bliss=6.33, Synergy_Loewe=1.58, Synergy_HSA=7.74. (4) Drug 2: C1=CN(C=N1)CC(O)(P(=O)(O)O)P(=O)(O)O. Cell line: T-47D. Synergy scores: CSS=-8.35, Synergy_ZIP=2.10, Synergy_Bliss=-2.69, Synergy_Loewe=-8.20, Synergy_HSA=-7.32. Drug 1: CCN(CC)CCNC(=O)C1=C(NC(=C1C)C=C2C3=C(C=CC(=C3)F)NC2=O)C.